This data is from Reaction yield outcomes from USPTO patents with 853,638 reactions. The task is: Predict the reaction yield, written as a fraction of the theoretical maximum amount of product (1.0 means a 100% yield; for example, 0.34 means a 34% yield). (1) The reactants are C([C@:3]1([C:16]([O-])=[O:17])[CH2:8][CH2:7][CH2:6][N:5]([C:9]([O:11][C:12]([CH3:15])([CH3:14])[CH3:13])=[O:10])[CH2:4]1)C.[H-].[H-].[H-].[H-].[Li+].[Al+3].O.[OH-].[Na+]. The catalyst is C1COCC1. The product is [OH:17][CH2:16][C@H:3]1[CH2:8][CH2:7][CH2:6][N:5]([C:9]([O:11][C:12]([CH3:15])([CH3:14])[CH3:13])=[O:10])[CH2:4]1. The yield is 0.990. (2) The reactants are C([C:3]1[C:4]([Br:11])=[C:5]([OH:10])[CH:6]=[CH:7][C:8]=1[Cl:9])C.C(=O)([O-])[O-].[K+].[K+].Cl[CH:19]1[CH2:23][CH2:22][CH2:21][C:20]1=[O:24]. The catalyst is CC(C)=O. The product is [Br:11][C:4]1[CH:3]=[C:8]([Cl:9])[CH:7]=[CH:6][C:5]=1[O:10][CH:19]1[CH2:23][CH2:22][CH2:21][C:20]1=[O:24]. The yield is 0.710. (3) The reactants are Cl[C:2]1[C:7]([C:8]#[N:9])=[CH:6][CH:5]=[CH:4][N:3]=1.C(=O)([O-])[O-].[K+].[K+].[CH2:16]([CH2:18][NH2:19])[OH:17]. The catalyst is O1CCOCC1. The product is [C:8]([C:7]1[C:2]([NH:19][CH2:18][CH2:16][OH:17])=[N:3][CH:4]=[CH:5][CH:6]=1)#[N:9]. The yield is 0.950. (4) The reactants are [CH3:1][O:2][C:3]1[CH:4]=[C:5]([CH:12]=[C:13]([Br:17])[C:14]=1[O:15][CH3:16])[CH:6]=[C:7]([C:10]#[N:11])[C:8]#[N:9].[C:18]1([OH:28])[C:27]2[CH2:26][CH2:25][CH2:24][CH2:23][C:22]=2[CH:21]=[CH:20][CH:19]=1.N1CCCCC1. The catalyst is C(O)C. The product is [NH2:9][C:8]1[O:28][C:18]2[C:27]3[CH2:26][CH2:25][CH2:24][CH2:23][C:22]=3[CH:21]=[CH:20][C:19]=2[CH:6]([C:5]2[CH:4]=[C:3]([O:2][CH3:1])[C:14]([O:15][CH3:16])=[C:13]([Br:17])[CH:12]=2)[C:7]=1[C:10]#[N:11]. The yield is 0.0140.